Task: Predict the reactants needed to synthesize the given product.. Dataset: Full USPTO retrosynthesis dataset with 1.9M reactions from patents (1976-2016) The reactants are: C([Si](CC)(CC)[C:4]1[NH:12][C:7]2=[CH:8][N:9]=[CH:10][CH:11]=[C:6]2[C:5]=1[CH2:13][CH2:14][OH:15])C.CCCC[N+](CCCC)(CCCC)CCCC.[F-].O. Given the product [NH:12]1[C:7]2=[CH:8][N:9]=[CH:10][CH:11]=[C:6]2[C:5]([CH2:13][CH2:14][OH:15])=[CH:4]1, predict the reactants needed to synthesize it.